From a dataset of Full USPTO retrosynthesis dataset with 1.9M reactions from patents (1976-2016). Predict the reactants needed to synthesize the given product. (1) Given the product [CH:29]1([N:13]([C:14]2[N:15]([C:23]3[CH:28]=[CH:27][CH:26]=[CH:25][CH:24]=3)[N:16]=[C:17]3[C:22]=2[CH:21]=[CH:20][CH:19]=[CH:18]3)[C:11](=[O:12])[NH:10][C:7]2[CH:8]=[CH:9][C:4]([C:3]([OH:36])=[O:2])=[CH:5][C:6]=2[CH3:35])[CH2:30][CH2:31][CH2:32][CH2:33][CH2:34]1, predict the reactants needed to synthesize it. The reactants are: C[O:2][C:3](=[O:36])[C:4]1[CH:9]=[CH:8][C:7]([NH:10][C:11]([N:13]([CH:29]2[CH2:34][CH2:33][CH2:32][CH2:31][CH2:30]2)[C:14]2[N:15]([C:23]3[CH:28]=[CH:27][CH:26]=[CH:25][CH:24]=3)[N:16]=[C:17]3[C:22]=2[CH:21]=[CH:20][CH:19]=[CH:18]3)=[O:12])=[C:6]([CH3:35])[CH:5]=1.[OH-].[Li+]. (2) Given the product [F:26][C:23]1[CH:22]=[CH:21][C:20]([C:8]2[C:7]([C:5]3[CH:4]=[CH:3][N:39]=[C:38]([N:33]4[CH2:37][CH2:36][CH2:35][CH2:34]4)[N:40]=3)=[C:11]3[CH:12]=[CH:13][C:14]([C:16]([F:17])([F:19])[F:18])=[CH:15][N:10]3[N:9]=2)=[CH:25][CH:24]=1, predict the reactants needed to synthesize it. The reactants are: CN(C)/[CH:3]=[CH:4]/[C:5]([C:7]1[C:8]([C:20]2[CH:25]=[CH:24][C:23]([F:26])=[CH:22][CH:21]=2)=[N:9][N:10]2[CH:15]=[C:14]([C:16]([F:19])([F:18])[F:17])[CH:13]=[CH:12][C:11]=12)=O.S(O)(O)(=O)=O.[N:33]1([C:38](=[NH:40])[NH2:39])[CH2:37][CH2:36][CH2:35][CH2:34]1.C(=O)([O-])[O-].[K+].[K+].CCOCC.